Dataset: NCI-60 drug combinations with 297,098 pairs across 59 cell lines. Task: Regression. Given two drug SMILES strings and cell line genomic features, predict the synergy score measuring deviation from expected non-interaction effect. (1) Drug 1: CC12CCC3C(C1CCC2=O)CC(=C)C4=CC(=O)C=CC34C. Drug 2: C1=NC2=C(N1)C(=S)N=CN2. Cell line: RPMI-8226. Synergy scores: CSS=44.6, Synergy_ZIP=-9.73, Synergy_Bliss=-11.6, Synergy_Loewe=-30.5, Synergy_HSA=-10.3. (2) Drug 1: C1=C(C(=O)NC(=O)N1)N(CCCl)CCCl. Drug 2: C1C(C(OC1N2C=C(C(=O)NC2=O)F)CO)O. Cell line: SK-MEL-28. Synergy scores: CSS=11.4, Synergy_ZIP=-6.63, Synergy_Bliss=-8.49, Synergy_Loewe=-6.55, Synergy_HSA=-5.15. (3) Drug 1: CC1=C(C(CCC1)(C)C)C=CC(=CC=CC(=CC(=O)O)C)C. Drug 2: CN(C(=O)NC(C=O)C(C(C(CO)O)O)O)N=O. Cell line: HOP-92. Synergy scores: CSS=0.533, Synergy_ZIP=0.624, Synergy_Bliss=1.46, Synergy_Loewe=-0.920, Synergy_HSA=-0.832. (4) Cell line: NCI-H460. Synergy scores: CSS=0.528, Synergy_ZIP=-0.287, Synergy_Bliss=1.36, Synergy_Loewe=-1.43, Synergy_HSA=-0.778. Drug 1: C1=CN(C=N1)CC(O)(P(=O)(O)O)P(=O)(O)O. Drug 2: C(CCl)NC(=O)N(CCCl)N=O. (5) Synergy scores: CSS=23.3, Synergy_ZIP=-7.13, Synergy_Bliss=-11.4, Synergy_Loewe=-5.34, Synergy_HSA=-4.18. Cell line: HS 578T. Drug 2: CC1CCC2CC(C(=CC=CC=CC(CC(C(=O)C(C(C(=CC(C(=O)CC(OC(=O)C3CCCCN3C(=O)C(=O)C1(O2)O)C(C)CC4CCC(C(C4)OC)O)C)C)O)OC)C)C)C)OC. Drug 1: C1=CC(=CC=C1CCCC(=O)O)N(CCCl)CCCl. (6) Drug 1: C1=CC(=CC=C1CCCC(=O)O)N(CCCl)CCCl. Drug 2: CC12CCC3C(C1CCC2O)C(CC4=C3C=CC(=C4)O)CCCCCCCCCS(=O)CCCC(C(F)(F)F)(F)F. Cell line: SF-295. Synergy scores: CSS=7.62, Synergy_ZIP=-0.859, Synergy_Bliss=-2.04, Synergy_Loewe=-2.14, Synergy_HSA=-1.88. (7) Drug 1: CS(=O)(=O)C1=CC(=C(C=C1)C(=O)NC2=CC(=C(C=C2)Cl)C3=CC=CC=N3)Cl. Drug 2: C1=NC2=C(N1)C(=S)N=C(N2)N. Cell line: MDA-MB-231. Synergy scores: CSS=16.8, Synergy_ZIP=-9.20, Synergy_Bliss=-4.51, Synergy_Loewe=-8.36, Synergy_HSA=-3.89.